This data is from Forward reaction prediction with 1.9M reactions from USPTO patents (1976-2016). The task is: Predict the product of the given reaction. (1) Given the reactants Br[C:2]1[CH:3]=[C:4]2[C:9](=[CH:10][CH:11]=1)[N:8]([C:12](=[O:14])[CH3:13])[C@@H:7]([CH3:15])[CH2:6][NH:5]2.CC1(C)C(C)(C)OB([C:24]2[CH:25]=[N:26][N:27]([CH2:29][CH2:30][OH:31])[CH:28]=2)O1.C1(N2C=C(C3C=C4C(=CC=3)N(C(=O)C)[C@@H](C)CN4)C=N2)CC1, predict the reaction product. The product is: [OH:31][CH2:30][CH2:29][N:27]1[CH:28]=[C:24]([C:2]2[CH:3]=[C:4]3[C:9](=[CH:10][CH:11]=2)[N:8]([C:12](=[O:14])[CH3:13])[C@@H:7]([CH3:15])[CH2:6][NH:5]3)[CH:25]=[N:26]1. (2) Given the reactants C[O:2][C:3](=[O:33])[CH2:4][N:5]1[CH2:9][C@H:8]([C:10]2[CH:15]=[CH:14][CH:13]=[C:12]([Cl:16])[C:11]=2[F:17])[C@:7]([C:20]2[CH:25]=[CH:24][C:23]([Cl:26])=[CH:22][C:21]=2[F:27])([C:18]#[N:19])[C@@H:6]1[CH2:28][C:29]([CH3:32])([CH3:31])[CH3:30].[OH-].[K+], predict the reaction product. The product is: [Cl:16][C:12]1[C:11]([F:17])=[C:10]([C@H:8]2[CH2:9][N:5]([CH2:4][C:3]([OH:33])=[O:2])[C@@H:6]([CH2:28][C:29]([CH3:32])([CH3:31])[CH3:30])[C@@:7]2([C:20]2[CH:25]=[CH:24][C:23]([Cl:26])=[CH:22][C:21]=2[F:27])[C:18]#[N:19])[CH:15]=[CH:14][CH:13]=1. (3) Given the reactants [NH2:1][NH:2][C:3]([C:5]1[C:10]([C:11]([F:14])([F:13])[F:12])=[CH:9][CH:8]=[CH:7][N:6]=1)=[NH:4].[Br:15][C:16]1[CH:17]=[C:18]([CH:21]=[CH:22][CH:23]=1)[CH:19]=O, predict the reaction product. The product is: [Br:15][C:16]1[CH:17]=[C:18]([C:19]2[NH:1][N:2]=[C:3]([C:5]3[C:10]([C:11]([F:12])([F:13])[F:14])=[CH:9][CH:8]=[CH:7][N:6]=3)[N:4]=2)[CH:21]=[CH:22][CH:23]=1. (4) Given the reactants Cl[C:2]1[N:28]=[C:27]([C:29]([F:32])([F:31])[F:30])[CH:26]=[CH:25][C:3]=1[C:4]([NH:6][CH2:7][C:8]1([CH2:21][CH:22]2[CH2:24][CH2:23]2)[CH2:13][CH2:12][CH:11]([S:14]([CH2:17][CH:18]2[CH2:20][CH2:19]2)(=[O:16])=[O:15])[CH2:10][CH2:9]1)=[O:5].[CH3:33][O-:34].[Na+].O, predict the reaction product. The product is: [CH:18]1([CH2:17][S:14]([CH:11]2[CH2:12][CH2:13][C:8]([CH2:7][NH:6][C:4](=[O:5])[C:3]3[CH:25]=[CH:26][C:27]([C:29]([F:32])([F:31])[F:30])=[N:28][C:2]=3[O:34][CH3:33])([CH2:21][CH:22]3[CH2:24][CH2:23]3)[CH2:9][CH2:10]2)(=[O:16])=[O:15])[CH2:20][CH2:19]1. (5) The product is: [Si:23]([O:13][C@H:11]1[CH2:12][N:8]([C:6]([O:5][C:1]([CH3:4])([CH3:3])[CH3:2])=[O:7])[C@H:9]([C:14]([O:16][CH3:17])=[O:15])[CH2:10]1)([C:26]([CH3:29])([CH3:28])[CH3:27])([CH3:25])[CH3:24]. Given the reactants [C:1]([O:5][C:6]([N:8]1[CH2:12][C@H:11]([OH:13])[CH2:10][C@H:9]1[C:14]([O:16][CH3:17])=[O:15])=[O:7])([CH3:4])([CH3:3])[CH3:2].N1C=CN=C1.[Si:23](Cl)([C:26]([CH3:29])([CH3:28])[CH3:27])([CH3:25])[CH3:24], predict the reaction product. (6) Given the reactants S(=O)(=O)(O)O.[NH2:6][C:7]1[CH:11]=[N:10][N:9]2[CH2:12][CH2:13][NH:14][C:8]=12.C(N(C(C)C)C(C)C)C.[C:24]([O:28][C:29]([NH:31][CH2:32][CH2:33][C:34](ON1C(=O)CCC1=O)=[O:35])=[O:30])([CH3:27])([CH3:26])[CH3:25], predict the reaction product. The product is: [C:24]([O:28][C:29]([NH:31][CH2:32][CH2:33][C:34]([NH:6][C:7]1[CH:11]=[N:10][N:9]2[CH2:12][CH2:13][NH:14][C:8]=12)=[O:35])=[O:30])([CH3:27])([CH3:26])[CH3:25]. (7) Given the reactants Br[C:2]1[CH:3]=[C:4]2[C:12](=[CH:13][CH:14]=1)[NH:11][C:10]1[C:9]([O:15][CH2:16][CH2:17][N:18]([CH2:21][CH3:22])[CH2:19][CH3:20])=[C:8]3[NH:23][C:24]4[CH:25]=[CH:26][C:27](Br)=[CH:28][C:29]=4[C:7]3=[CH:6][C:5]2=1, predict the reaction product. The product is: [CH:3]1[CH:2]=[CH:14][CH:13]=[C:12]2[C:4]=1[C:5]1[CH:6]=[C:7]3[C:29]4[CH:28]=[CH:27][CH:26]=[CH:25][C:24]=4[NH:23][C:8]3=[C:9]([O:15][CH2:16][CH2:17][N:18]([CH2:19][CH3:20])[CH2:21][CH3:22])[C:10]=1[NH:11]2.